Task: Predict the reactants needed to synthesize the given product.. Dataset: Full USPTO retrosynthesis dataset with 1.9M reactions from patents (1976-2016) (1) Given the product [CH2:1]([C:11]1([OH:10])[CH2:24][C:13]2([CH2:14][N:15]([C:17]([O:19][C:20]([CH3:21])([CH3:22])[CH3:23])=[O:18])[CH2:16]2)[CH2:12]1)[C:2]1[CH:7]=[CH:6][CH:5]=[CH:4][CH:3]=1, predict the reactants needed to synthesize it. The reactants are: [CH2:1]([Mg]Cl)[C:2]1[CH:7]=[CH:6][CH:5]=[CH:4][CH:3]=1.[O:10]=[C:11]1[CH2:24][C:13]2([CH2:16][N:15]([C:17]([O:19][C:20]([CH3:23])([CH3:22])[CH3:21])=[O:18])[CH2:14]2)[CH2:12]1. (2) Given the product [N+:3]([C:6]1[CH:7]=[C:8]([CH:9]=[CH:10][CH:11]=1)[O:12][C:18]1[CH:19]=[C:14]([Cl:13])[CH:15]=[N:16][CH:17]=1)([O-:5])=[O:4], predict the reactants needed to synthesize it. The reactants are: [OH-].[K+].[N+:3]([C:6]1[CH:7]=[C:8]([OH:12])[CH:9]=[CH:10][CH:11]=1)([O-:5])=[O:4].[Cl:13][C:14]1[CH:15]=[N:16][CH:17]=[C:18](Cl)[CH:19]=1. (3) Given the product [C:10]1([CH3:20])[CH:15]=[CH:14][C:13]([S:16]([N:3]2[CH2:8][CH2:7][C:6](=[O:9])[CH2:5][CH2:4]2)(=[O:18])=[O:17])=[CH:12][CH:11]=1, predict the reactants needed to synthesize it. The reactants are: Cl.O.[NH:3]1[CH2:8][CH2:7][C:6](=[O:9])[CH2:5][CH2:4]1.[C:10]1([CH3:20])[CH:15]=[CH:14][C:13]([S:16](Cl)(=[O:18])=[O:17])=[CH:12][CH:11]=1.C(N(CC)CC)C. (4) Given the product [Cl:1][C:2]1[CH:3]=[CH:4][C:5]([O:17][CH:18]([F:19])[F:20])=[C:6](/[CH:8]=[CH:9]/[C:10]([OH:12])=[O:11])[CH:7]=1, predict the reactants needed to synthesize it. The reactants are: [Cl:1][C:2]1[CH:3]=[CH:4][C:5]([O:17][CH:18]([F:20])[F:19])=[C:6](/[CH:8]=[CH:9]/[C:10]([O:12]C(C)(C)C)=[O:11])[CH:7]=1.C(O)(C(F)(F)F)=O. (5) Given the product [Cl:22][C:23]1[N:24]=[CH:25][CH:26]=[C:27]([C:6]2[CH:5]=[N:4][C:3]([N:2]([CH3:21])[CH3:1])=[C:8]([N:9]3[CH2:15][CH2:14][CH2:13][N:12]([CH3:16])[CH2:11][CH2:10]3)[N:7]=2)[C:28]=1[CH:29]=[O:30], predict the reactants needed to synthesize it. The reactants are: [CH3:1][N:2]([CH3:21])[C:3]1[C:8]([N:9]2[CH2:15][CH2:14][CH2:13][N:12]([CH3:16])[CH2:11][CH2:10]2)=[N:7][C:6]([Sn](C)(C)C)=[CH:5][N:4]=1.[Cl:22][C:23]1[C:28]([CH:29]=[O:30])=[C:27](I)[CH:26]=[CH:25][N:24]=1. (6) Given the product [Br:1][C:2]1[N:10]=[CH:9][C:8]2[N:7]([CH2:11][O:12][CH2:13][CH2:14][Si:15]([CH3:17])([CH3:18])[CH3:16])[C:6]3[N:19]=[CH:20][CH:21]=[CH:22][C:5]=3[C:4]=2[CH:3]=1, predict the reactants needed to synthesize it. The reactants are: [Br:1][C:2]1[N:10]=[CH:9][C:8]2[N:7]([CH2:11][O:12][CH2:13][CH2:14][Si:15]([CH3:18])([CH3:17])[CH3:16])[C:6]3[N:19]=[CH:20][C:21](I)=[CH:22][C:5]=3[C:4]=2[CH:3]=1.C([Mg]Cl)(C)C. (7) Given the product [CH:26]1[C:21]([C:19]#[N:20])=[CH:22][CH:23]=[C:24]([NH:27][C:28]([NH:18][C:10]2[CH:11]=[CH:12][C:13]([S:14]([NH2:17])(=[O:15])=[O:16])=[CH:8][CH:9]=2)=[O:29])[CH:25]=1, predict the reactants needed to synthesize it. The reactants are: NC1C=CC([C:8]2[C:13]([S:14]([NH2:17])(=[O:16])=[O:15])=[CH:12][CH:11]=[C:10]([NH2:18])[CH:9]=2)=CC=1.[C:19]([C:21]1[CH:26]=[CH:25][C:24]([N:27]=[C:28]=[O:29])=[CH:23][CH:22]=1)#[N:20].[K+].[Br-].NC(N)=O. (8) Given the product [CH3:8][O:9][CH2:10][N:11]1[C:16]2[CH:17]=[C:18]([CH2:21][N:1]3[CH:5]=[CH:4][CH:3]=[N:2]3)[CH:19]=[CH:20][C:15]=2[S:14][C:13]2[N:23]=[CH:24][CH:25]=[N:26][C:12]1=2, predict the reactants needed to synthesize it. The reactants are: [NH:1]1[CH:5]=[CH:4][CH:3]=[N:2]1.[H-].[Na+].[CH3:8][O:9][CH2:10][N:11]1[C:16]2[CH:17]=[C:18]([CH2:21]Cl)[CH:19]=[CH:20][C:15]=2[S:14][C:13]2[N:23]=[CH:24][CH:25]=[N:26][C:12]1=2.O. (9) Given the product [CH2:13]([S:12][C:4]1[CH:3]=[C:2]([B:15]2[O:19][C:18]([CH3:21])([CH3:20])[C:17]([CH3:23])([CH3:22])[O:16]2)[CH:7]=[C:6]([C:8]([F:11])([F:10])[F:9])[CH:5]=1)[CH3:14], predict the reactants needed to synthesize it. The reactants are: Br[C:2]1[CH:7]=[C:6]([C:8]([F:11])([F:10])[F:9])[CH:5]=[C:4]([S:12][CH2:13][CH3:14])[CH:3]=1.[B:15]1([B:15]2[O:19][C:18]([CH3:21])([CH3:20])[C:17]([CH3:23])([CH3:22])[O:16]2)[O:19][C:18]([CH3:21])([CH3:20])[C:17]([CH3:23])([CH3:22])[O:16]1.C(Cl)Cl.C([O-])(=O)C.[K+].